This data is from CYP1A2 inhibition data for predicting drug metabolism from PubChem BioAssay. The task is: Regression/Classification. Given a drug SMILES string, predict its absorption, distribution, metabolism, or excretion properties. Task type varies by dataset: regression for continuous measurements (e.g., permeability, clearance, half-life) or binary classification for categorical outcomes (e.g., BBB penetration, CYP inhibition). Dataset: cyp1a2_veith. The drug is CN1CCCC2(CCN(C(=O)c3csnn3)CC2)C1. The result is 0 (non-inhibitor).